Dataset: Full USPTO retrosynthesis dataset with 1.9M reactions from patents (1976-2016). Task: Predict the reactants needed to synthesize the given product. Given the product [CH3:11][N:8]1[CH:9]=[CH:10][C:5]([C:3]([NH:14][NH2:15])=[O:2])=[CH:6][C:7]1=[O:12], predict the reactants needed to synthesize it. The reactants are: C[O:2][C:3]([C:5]1[CH:10]=[CH:9][N:8]([CH3:11])[C:7](=[O:12])[CH:6]=1)=O.O.[NH2:14][NH2:15].